This data is from Forward reaction prediction with 1.9M reactions from USPTO patents (1976-2016). The task is: Predict the product of the given reaction. (1) Given the reactants [NH:1]1[CH:5]=[C:4]([C:6]2[S:10][C:9]([C:11]([NH:13][C:14]3[N:18]([CH2:19][CH:20]4[CH2:23][N:22](C(OC(C)(C)C)=O)[CH2:21]4)[C:17]4[CH:31]=[CH:32][CH:33]=[CH:34][C:16]=4[N:15]=3)=[O:12])=[CH:8][CH:7]=2)[CH:3]=[N:2]1.FC(F)(F)C(O)=O, predict the reaction product. The product is: [NH:22]1[CH2:23][CH:20]([CH2:19][N:18]2[C:17]3[CH:31]=[CH:32][CH:33]=[CH:34][C:16]=3[N:15]=[C:14]2[NH:13][C:11]([C:9]2[S:10][C:6]([C:4]3[CH:5]=[N:1][NH:2][CH:3]=3)=[CH:7][CH:8]=2)=[O:12])[CH2:21]1. (2) Given the reactants [Cl:1][C:2]1[N:7]=[C:6]([NH:8][CH:9]2[CH2:22][C:11]3([CH2:14][N:13]([C:15]([O:17]C(C)(C)C)=O)[CH2:12]3)[CH2:10]2)[C:5]([F:23])=[CH:4][N:3]=1.[C:24](O)([C:26](F)(F)F)=O.C(Cl)(=O)C=C.O, predict the reaction product. The product is: [Cl:1][C:2]1[N:7]=[C:6]([NH:8][CH:9]2[CH2:10][C:11]3([CH2:12][N:13]([C:15](=[O:17])[CH:24]=[CH2:26])[CH2:14]3)[CH2:22]2)[C:5]([F:23])=[CH:4][N:3]=1. (3) Given the reactants [CH3:1][O:2][C:3]1[C:4]([O:28][CH3:29])=[CH:5][C:6]2[C:12]([C:13]3[CH:18]=[CH:17][C:16]([N:19]4[CH2:24][CH2:23][N:22]([CH3:25])[CH2:21][CH2:20]4)=[CH:15][CH:14]=3)=[N:11][NH:10][CH:9]([CH3:26])[CH2:8][C:7]=2[CH:27]=1.[CH3:30][N:31]=[C:32]=[S:33].C(N(CC)CC)C.C(=O)([O-])[O-].[NH4+].[NH4+], predict the reaction product. The product is: [CH3:1][O:2][C:3]1[C:4]([O:28][CH3:29])=[CH:5][C:6]2[C:12]([C:13]3[CH:18]=[CH:17][C:16]([N:19]4[CH2:20][CH2:21][N:22]([CH3:25])[CH2:23][CH2:24]4)=[CH:15][CH:14]=3)=[N:11][N:10]([C:32](=[S:33])[NH:31][CH3:30])[CH:9]([CH3:26])[CH2:8][C:7]=2[CH:27]=1. (4) Given the reactants [Br:1][C:2]1[CH:7]=[CH:6][C:5]([S:8](Cl)(=[O:10])=[O:9])=[CH:4][CH:3]=1.[CH2:12]([CH2:14][NH2:15])[OH:13], predict the reaction product. The product is: [Br:1][C:2]1[CH:7]=[CH:6][C:5]([S:8]([NH:15][CH2:14][CH2:12][OH:13])(=[O:10])=[O:9])=[CH:4][CH:3]=1. (5) Given the reactants [Br:1][C:2]1[C:3]([O:9][CH2:10][CH:11]2[CH2:13][CH2:12]2)=[CH:4][C:5]([OH:8])=[N:6][CH:7]=1.[H-].[Na+].[CH3:16][S:17][CH2:18]Cl, predict the reaction product. The product is: [Br:1][C:2]1[C:3]([O:9][CH2:10][CH:11]2[CH2:12][CH2:13]2)=[CH:4][C:5](=[O:8])[N:6]([CH2:16][S:17][CH3:18])[CH:7]=1. (6) Given the reactants [CH3:1][O:2][C:3]1[C:8]([N+:9]([O-:11])=[O:10])=[CH:7][CH:6]=[CH:5][C:4]=1B1OC(C)(C)C(C)(C)O1.[CH3:21][O:22][C:23]([C:25]1[O:26][C:27](Br)=[CH:28][CH:29]=1)=[O:24].C(=O)([O-])[O-].[Na+].[Na+], predict the reaction product. The product is: [CH3:21][O:22][C:23]([C:25]1[O:26][C:27]([C:4]2[CH:5]=[CH:6][CH:7]=[C:8]([N+:9]([O-:11])=[O:10])[C:3]=2[O:2][CH3:1])=[CH:28][CH:29]=1)=[O:24].